This data is from Reaction yield outcomes from USPTO patents with 853,638 reactions. The task is: Predict the reaction yield, written as a fraction of the theoretical maximum amount of product (1.0 means a 100% yield; for example, 0.34 means a 34% yield). The reactants are [F:1][C:2]([F:8])([F:7])[CH2:3][C:4](O)=[O:5].F[P-](F)(F)(F)(F)F.CN(C(=[N+](C)C)ON1C2=NC=CC=C2N=N1)C.C(N(C(C)C)CC)(C)C.[NH:42]1[CH2:47][CH2:46][CH2:45][C@@H:44]([NH:48][C:49]2[CH:54]=[CH:53][N:52]=[C:51]([C:55]3[CH:56]=[N:57][N:58]4[CH:63]=[CH:62][C:61]([C:64]#[N:65])=[CH:60][C:59]=34)[N:50]=2)[CH2:43]1. The catalyst is CN(C=O)C. The product is [F:1][C:2]([F:8])([F:7])[CH2:3][C:4]([N:42]1[CH2:47][CH2:46][CH2:45][C@@H:44]([NH:48][C:49]2[CH:54]=[CH:53][N:52]=[C:51]([C:55]3[CH:56]=[N:57][N:58]4[CH:63]=[CH:62][C:61]([C:64]#[N:65])=[CH:60][C:59]=34)[N:50]=2)[CH2:43]1)=[O:5]. The yield is 0.190.